From a dataset of Full USPTO retrosynthesis dataset with 1.9M reactions from patents (1976-2016). Predict the reactants needed to synthesize the given product. Given the product [CH3:1][O:2][CH2:3][CH2:4][N:5]1[C:6](=[S:36])[C:7]([NH:17][C:18]2[CH:23]=[CH:22][C:21]([O:24][CH3:25])=[CH:20][CH:19]=2)=[C:8]([C:11]2[CH:16]=[CH:15][CH:14]=[CH:13][CH:12]=2)[C:9]1=[O:10], predict the reactants needed to synthesize it. The reactants are: [CH3:1][O:2][CH2:3][CH2:4][N:5]1[C:9](=[O:10])[C:8]([C:11]2[CH:16]=[CH:15][CH:14]=[CH:13][CH:12]=2)=[C:7]([NH:17][C:18]2[CH:23]=[CH:22][C:21]([O:24][CH3:25])=[CH:20][CH:19]=2)[C:6]1=O.COC1C=CC(P2(SP(C3C=CC(OC)=CC=3)(=S)S2)=[S:36])=CC=1.